From a dataset of Full USPTO retrosynthesis dataset with 1.9M reactions from patents (1976-2016). Predict the reactants needed to synthesize the given product. Given the product [Br:21][C:4]1[C:5]2[S:9][C:8]([NH2:10])=[N:7][C:6]=2[CH:11]=[C:12]([CH3:13])[C:3]=1[O:2][CH3:1], predict the reactants needed to synthesize it. The reactants are: [CH3:1][O:2][C:3]1[C:12]([CH3:13])=[CH:11][C:6]2[N:7]=[C:8]([NH2:10])[S:9][C:5]=2[CH:4]=1.C1C(=O)N([Br:21])C(=O)C1.[OH-].[K+].